Dataset: Full USPTO retrosynthesis dataset with 1.9M reactions from patents (1976-2016). Task: Predict the reactants needed to synthesize the given product. (1) Given the product [F:12][C:10]1[C:9]2[C:4](=[CH:5][CH:6]=[C:7]([OH:14])[C:8]=2[F:13])[CH:3]=[C:2]([C:18]2[CH:26]=[CH:25][C:21]([C:22]([OH:24])=[O:23])=[CH:20][C:19]=2[F:27])[CH:11]=1, predict the reactants needed to synthesize it. The reactants are: Br[C:2]1[CH:3]=[C:4]2[C:9](=[C:10]([F:12])[CH:11]=1)[C:8]([F:13])=[C:7]([OH:14])[CH:6]=[CH:5]2.B([C:18]1[CH:26]=[CH:25][C:21]([C:22]([OH:24])=[O:23])=[CH:20][C:19]=1[F:27])(O)O. (2) The reactants are: F[B-](F)(F)F.[N+:6]([C:9]1[CH:14]=[CH:13][C:12]([N+]#N)=[CH:11][CH:10]=1)([O-:8])=[O:7].[N:17]1[N:18]=[C:19]([SH:26])[N:20]2[CH:25]=[CH:24][CH:23]=[CH:22][C:21]=12.O. Given the product [N+:6]([C:9]1[CH:10]=[CH:11][C:12]([S:26][C:19]2[N:20]3[CH:25]=[CH:24][CH:23]=[CH:22][C:21]3=[N:17][N:18]=2)=[CH:13][CH:14]=1)([O-:8])=[O:7], predict the reactants needed to synthesize it. (3) Given the product [CH3:17][N:18]([CH2:19][CH2:20][C:21]1[CH:26]=[CH:25][CH:24]=[CH:23][CH:22]=1)[CH2:2][CH2:3][CH2:1][C:4]([C:6]1[O:7][C:8]([C:11]2[CH:16]=[CH:15][CH:14]=[CH:13][N:12]=2)=[CH:9][N:10]=1)=[O:5], predict the reactants needed to synthesize it. The reactants are: [CH:1]1([C:4]([C:6]2[O:7][C:8]([C:11]3[CH:16]=[CH:15][CH:14]=[CH:13][N:12]=3)=[CH:9][N:10]=2)=[O:5])[CH2:3][CH2:2]1.[CH3:17][NH:18][CH2:19][CH2:20][C:21]1[CH:26]=[CH:25][CH:24]=[CH:23][CH:22]=1. (4) Given the product [N:12]1[CH:17]=[CH:16][CH:15]=[CH:14][C:13]=1[CH2:18][C:19]([N:21]1[C:29]2[C:24](=[CH:25][C:26]([NH:30][C:38](=[O:39])[C:37]3[CH:41]=[CH:42][CH:43]=[CH:44][C:36]=3[N:31]3[CH2:35][CH2:34][CH2:33][CH2:32]3)=[CH:27][CH:28]=2)[CH2:23][CH2:22]1)=[O:20], predict the reactants needed to synthesize it. The reactants are: CN(C)CCCN=C=NCC.[N:12]1[CH:17]=[CH:16][CH:15]=[CH:14][C:13]=1[CH2:18][C:19]([N:21]1[C:29]2[C:24](=[CH:25][C:26]([NH2:30])=[CH:27][CH:28]=2)[CH2:23][CH2:22]1)=[O:20].[N:31]1([C:36]2[CH:44]=[CH:43][CH:42]=[CH:41][C:37]=2[C:38](O)=[O:39])[CH2:35][CH2:34][CH2:33][CH2:32]1.O.ON1C2C=CC=CC=2N=N1. (5) Given the product [Br:1][C:2]1[C:3]([NH:9][C:10]2[CH:14]=[C:13]([CH:15]3[CH2:17][CH2:16]3)[NH:12][N:11]=2)=[N:4][C:5]([NH:25][CH2:24][C:23]2[CH:26]=[CH:27][C:20]([N:19]([CH3:28])[CH3:18])=[CH:21][CH:22]=2)=[N:6][CH:7]=1, predict the reactants needed to synthesize it. The reactants are: [Br:1][C:2]1[C:3]([NH:9][C:10]2[CH:14]=[C:13]([CH:15]3[CH2:17][CH2:16]3)[NH:12][N:11]=2)=[N:4][C:5](Cl)=[N:6][CH:7]=1.[CH3:18][N:19]([CH3:28])[C:20]1[CH:27]=[CH:26][C:23]([CH2:24][NH2:25])=[CH:22][CH:21]=1. (6) Given the product [O:13]([CH2:12][CH2:11][CH2:10][CH2:9][O:8][C:4]1[CH:5]=[N:6][CH:7]=[C:2]([N:32]2[CH2:37][CH2:36][NH:35][CH2:34][CH2:33]2)[N:3]=1)[C:14]1[CH:19]=[CH:18][CH:17]=[CH:16][CH:15]=1, predict the reactants needed to synthesize it. The reactants are: Cl[C:2]1[CH:7]=[N:6][CH:5]=[C:4]([O:8][CH2:9][CH2:10][CH2:11][CH2:12][O:13][C:14]2[CH:19]=[CH:18][CH:17]=[CH:16][CH:15]=2)[N:3]=1.O(CCCCO)C1C=CC=CC=1.[NH:32]1[CH2:37][CH2:36][NH:35][CH2:34][CH2:33]1.C([O-])([O-])=O.[K+].[K+].[H-].[H-].[H-].[H-].[Li+].[Al+3].